This data is from Reaction yield outcomes from USPTO patents with 853,638 reactions. The task is: Predict the reaction yield, written as a fraction of the theoretical maximum amount of product (1.0 means a 100% yield; for example, 0.34 means a 34% yield). (1) The reactants are [N+:1]([C:4]1[N:9]=[CH:8][C:7]([N:10]2[CH2:15][CH2:14][N:13]([C:16]([O:18][C:19]([CH3:22])([CH3:21])[CH3:20])=[O:17])[CH2:12][CH2:11]2)=[CH:6][CH:5]=1)([O-])=O. The catalyst is [Pd].C(O)C. The product is [NH2:1][C:4]1[N:9]=[CH:8][C:7]([N:10]2[CH2:15][CH2:14][N:13]([C:16]([O:18][C:19]([CH3:22])([CH3:21])[CH3:20])=[O:17])[CH2:12][CH2:11]2)=[CH:6][CH:5]=1. The yield is 0.970. (2) The product is [Cl:1][C:2]1[CH:3]=[C:4]([CH:8]=[CH:9][C:10]=1[F:11])[C:5]([N:13]([CH3:12])[C:14]1[CH:15]=[N:16][CH:17]=[CH:18][C:19]=1[C:20]1[CH:25]=[CH:24][CH:23]=[CH:22][C:21]=1[CH3:26])=[O:6]. The yield is 0.290. The reactants are [Cl:1][C:2]1[CH:3]=[C:4]([CH:8]=[CH:9][C:10]=1[F:11])[C:5](Cl)=[O:6].[CH3:12][NH:13][C:14]1[CH:15]=[N:16][CH:17]=[CH:18][C:19]=1[C:20]1[CH:25]=[CH:24][CH:23]=[CH:22][C:21]=1[CH3:26].CCN(C(C)C)C(C)C. The catalyst is C(Cl)Cl.